Dataset: Full USPTO retrosynthesis dataset with 1.9M reactions from patents (1976-2016). Task: Predict the reactants needed to synthesize the given product. Given the product [Cl:37][C:38]1[CH:39]=[CH:40][C:41]([C:44]2[N:49]=[C:48]([N:50]3[CH2:53][C:52]([NH:57][CH2:58][CH3:59])([C:54]([NH2:56])=[O:55])[CH2:51]3)[N:47]3[C:60](=[O:65])[N:61]([CH3:63])[N:62]=[C:46]3[C:45]=2[C:66]2[CH:67]=[CH:68][C:69]([Cl:72])=[CH:70][CH:71]=2)=[CH:42][CH:43]=1, predict the reactants needed to synthesize it. The reactants are: ClC1C=CC(C2N=C(N3CC(NCC)(C(N)=O)C3)N3C(=O)NN=C3C=2C2C=CC(Cl)=CC=2)=CC=1.IC.[Cl:37][C:38]1[CH:43]=[CH:42][C:41]([C:44]2[N:49]=[C:48]([N:50]3[CH2:53][C:52]([NH:57][CH2:58][CH3:59])([C:54]([NH2:56])=[O:55])[CH2:51]3)[N:47]3[C:60](=[O:65])[N:61]([CH2:63]C)[N:62]=[C:46]3[C:45]=2[C:66]2[CH:71]=[CH:70][C:69]([Cl:72])=[CH:68][CH:67]=2)=[CH:40][CH:39]=1.